Dataset: Reaction yield outcomes from USPTO patents with 853,638 reactions. Task: Predict the reaction yield, written as a fraction of the theoretical maximum amount of product (1.0 means a 100% yield; for example, 0.34 means a 34% yield). (1) The reactants are Br[C:2]1[N:3]=[C:4]([NH:23][CH2:24][CH:25]([CH3:27])[CH3:26])[C:5]2[N:6]([C:8]([C:11]3[CH:22]=[CH:21][C:14]([C:15]([NH:17][CH:18]4[CH2:20][CH2:19]4)=[O:16])=[CH:13][CH:12]=3)=[CH:9][N:10]=2)[CH:7]=1.[C-:28]#[N:29]. The catalyst is CN(C=O)C. The product is [C:28]([C:2]1[N:3]=[C:4]([NH:23][CH2:24][CH:25]([CH3:26])[CH3:27])[C:5]2[N:6]([C:8]([C:11]3[CH:22]=[CH:21][C:14]([C:15]([NH:17][CH:18]4[CH2:20][CH2:19]4)=[O:16])=[CH:13][CH:12]=3)=[CH:9][N:10]=2)[CH:7]=1)#[N:29]. The yield is 0.0800. (2) The reactants are [NH2:1][C:2]1[O:6][N:5]=[C:4]([CH3:7])[C:3]=1[Br:8].[CH3:9][O:10][C:11]1[CH:12]=[C:13]([C:17]2[S:21][C:20]([S:22](Cl)(=[O:24])=[O:23])=[CH:19][CH:18]=2)[CH:14]=[CH:15][CH:16]=1. No catalyst specified. The product is [Br:8][C:3]1[C:4]([CH3:7])=[N:5][O:6][C:2]=1[NH:1][S:22]([C:20]1[S:21][C:17]([C:13]2[CH:14]=[CH:15][CH:16]=[C:11]([O:10][CH3:9])[CH:12]=2)=[CH:18][CH:19]=1)(=[O:23])=[O:24]. The yield is 0.480. (3) The reactants are [C:1]([CH2:3][C:4]([N:6]([C:14]1[CH:19]=[CH:18][C:17]([C:20]([CH3:26])([CH3:25])[C:21]([O:23][CH3:24])=[O:22])=[CH:16][CH:15]=1)[CH2:7][CH2:8][C:9]([O:11]CC)=O)=[O:5])#[N:2].CCCCCCC=CCCC. The catalyst is CO. The product is [C:1]([C:3]1[C:4](=[O:5])[N:6]([C:14]2[CH:15]=[CH:16][C:17]([C:20]([CH3:26])([CH3:25])[C:21]([O:23][CH3:24])=[O:22])=[CH:18][CH:19]=2)[CH2:7][CH2:8][C:9]=1[OH:11])#[N:2]. The yield is 0.770. (4) The reactants are [CH3:1][Si](C=[N+]=[N-])(C)C.[Br:8][C:9]1[C:10]([C:19]([OH:21])=[O:20])=[N:11][C:12]([C:15]([CH3:18])([CH3:17])[CH3:16])=[N:13][CH:14]=1. The product is [CH3:1][O:20][C:19]([C:10]1[C:9]([Br:8])=[CH:14][N:13]=[C:12]([C:15]([CH3:16])([CH3:17])[CH3:18])[N:11]=1)=[O:21]. The catalyst is C1C=CC=CC=1.CO. The yield is 0.810. (5) The reactants are C[O:2][C:3]([C:5]1[CH:25]=[CH:24][C:8]2[N:9]([CH:19]([CH2:22][CH3:23])[CH2:20][CH3:21])[C:10]([CH2:12][C:13]3[S:14][C:15]([Cl:18])=[CH:16][CH:17]=3)=[N:11][C:7]=2[CH:6]=1)=[O:4].[OH-].[Li+].O.Cl. The catalyst is CO. The product is [Cl:18][C:15]1[S:14][C:13]([CH2:12][C:10]2[N:9]([CH:19]([CH2:22][CH3:23])[CH2:20][CH3:21])[C:8]3[CH:24]=[CH:25][C:5]([C:3]([OH:4])=[O:2])=[CH:6][C:7]=3[N:11]=2)=[CH:17][CH:16]=1. The yield is 0.550.